Dataset: Full USPTO retrosynthesis dataset with 1.9M reactions from patents (1976-2016). Task: Predict the reactants needed to synthesize the given product. (1) The reactants are: Br[C:2]1[CH:7]=[C:6]([Cl:8])[N:5]=[C:4]2[NH:9][CH:10]=[CH:11][C:3]=12.[CH2:12]([N:14]1[CH:18]=[C:17](B2OC(C)(C)C(C)(C)O2)[C:16]([C:28]2[CH:33]=[CH:32][C:31]([N+:34]([O-:36])=[O:35])=[CH:30][CH:29]=2)=[N:15]1)[CH3:13]. Given the product [Cl:8][C:6]1[N:5]=[C:4]2[NH:9][CH:10]=[CH:11][C:3]2=[C:2]([C:17]2[C:16]([C:28]3[CH:33]=[CH:32][C:31]([N+:34]([O-:36])=[O:35])=[CH:30][CH:29]=3)=[N:15][N:14]([CH2:12][CH3:13])[CH:18]=2)[CH:7]=1, predict the reactants needed to synthesize it. (2) Given the product [C:42]([O:48][CH2:49][O:9][C:8](=[O:10])[CH:7]([NH:6][C:4](=[O:5])[C:3]1[C:30]([Cl:34])=[CH:31][CH:32]=[CH:33][C:2]=1[Cl:1])[CH2:11][C:12]1[CH:13]=[C:14]2[C:19](=[CH:20][CH:21]=1)[N:18]=[C:17]([C:22]1[C:27]([Cl:28])=[CH:26][CH:25]=[CH:24][C:23]=1[Cl:29])[CH:16]=[CH:15]2)(=[O:47])[C:43]([CH3:46])([CH3:45])[CH3:44], predict the reactants needed to synthesize it. The reactants are: [Cl:1][C:2]1[CH:33]=[CH:32][CH:31]=[C:30]([Cl:34])[C:3]=1[C:4]([NH:6][CH:7]([CH2:11][C:12]1[CH:13]=[C:14]2[C:19](=[CH:20][CH:21]=1)[N:18]=[C:17]([C:22]1[C:27]([Cl:28])=[CH:26][CH:25]=[CH:24][C:23]=1[Cl:29])[CH:16]=[CH:15]2)[C:8]([OH:10])=[O:9])=[O:5].C(N(CC)CC)C.[C:42]([O:48][CH2:49]Cl)(=[O:47])[C:43]([CH3:46])([CH3:45])[CH3:44]. (3) Given the product [CH2:11]([O:10][C:6](=[O:9])[C:7]#[C:8][C:14]1([OH:13])[CH2:15][CH2:16][N:17]([C:20]([O:22][C:23]([CH3:25])([CH3:24])[CH3:26])=[O:21])[CH2:18][CH2:19]1)[CH3:12], predict the reactants needed to synthesize it. The reactants are: C([Li])CCC.[C:6]([O:10][CH2:11][CH3:12])(=[O:9])[C:7]#[CH:8].[O:13]=[C:14]1[CH2:19][CH2:18][N:17]([C:20]([O:22][C:23]([CH3:26])([CH3:25])[CH3:24])=[O:21])[CH2:16][CH2:15]1.C(O)(=O)C. (4) Given the product [NH2:1][C:4]1[CH:5]=[C:6]([NH:10][CH:11]2[CH2:15][CH2:14][N:13]([C:16]([O:18][C:19]([CH3:22])([CH3:21])[CH3:20])=[O:17])[CH2:12]2)[CH:7]=[CH:8][CH:9]=1, predict the reactants needed to synthesize it. The reactants are: [N+:1]([C:4]1[CH:5]=[C:6]([NH:10][CH:11]2[CH2:15][CH2:14][N:13]([C:16]([O:18][C:19]([CH3:22])([CH3:21])[CH3:20])=[O:17])[CH2:12]2)[CH:7]=[CH:8][CH:9]=1)([O-])=O. (5) Given the product [CH3:1][S:2]([O:5][C:6]1[CH:11]=[CH:10][CH:9]=[CH:8][C:7]=1[CH:12]1[O:24][N:23]=[C:22]([C:21](=[O:26])[CH2:20][Cl:19])[CH2:13]1)(=[O:4])=[O:3], predict the reactants needed to synthesize it. The reactants are: [CH3:1][S:2]([O:5][C:6]1[CH:11]=[CH:10][CH:9]=[CH:8][C:7]=1[CH:12]=[CH2:13])(=[O:4])=[O:3].C(=O)([O-])O.[Na+].[Cl:19][CH2:20][C:21](=[O:26])[C:22](Cl)=[N:23][OH:24]. (6) Given the product [Cl:25][CH2:24][CH2:23][CH2:22][O:14][C:11]1[CH:10]=[CH:9][C:8]([O:1][C:2]2[CH:7]=[CH:6][CH:5]=[CH:4][CH:3]=2)=[CH:13][CH:12]=1, predict the reactants needed to synthesize it. The reactants are: [O:1]([C:8]1[CH:13]=[CH:12][C:11]([OH:14])=[CH:10][CH:9]=1)[C:2]1[CH:7]=[CH:6][CH:5]=[CH:4][CH:3]=1.C(=O)([O-])[O-].[K+].[K+].Br[CH2:22][CH2:23][CH2:24][Cl:25]. (7) The reactants are: [C:1]([O:5][C:6]([CH2:8][O:9][CH:10]1[CH2:15][CH2:14][N:13]([CH:16]2[CH2:21][CH2:20][N:19](C(OCC3C=CC=CC=3)=O)[CH2:18][CH2:17]2)[CH2:12][CH2:11]1)=[O:7])([CH3:4])([CH3:3])[CH3:2].[H][H]. Given the product [C:1]([O:5][C:6](=[O:7])[CH2:8][O:9][CH:10]1[CH2:15][CH2:14][N:13]([CH:16]2[CH2:17][CH2:18][NH:19][CH2:20][CH2:21]2)[CH2:12][CH2:11]1)([CH3:4])([CH3:2])[CH3:3], predict the reactants needed to synthesize it. (8) Given the product [CH3:31][O:30][C:26]1[CH:25]=[C:23]([NH:24][C:2]2[CH:7]=[N:6][CH:5]=[C:4]([O:8][C:9]3[C:10]4[CH2:11][CH2:12][C:13](=[O:18])[C:14]=4[CH:15]=[CH:16][CH:17]=3)[N:3]=2)[CH:22]=[C:21]([O:20][CH3:19])[C:27]=1[O:28][CH3:29], predict the reactants needed to synthesize it. The reactants are: Cl[C:2]1[CH:7]=[N:6][CH:5]=[C:4]([O:8][C:9]2[C:10]3[CH2:11][CH2:12][C:13](=[O:18])[C:14]=3[CH:15]=[CH:16][CH:17]=2)[N:3]=1.[CH3:19][O:20][C:21]1[CH:22]=[C:23]([CH:25]=[C:26]([O:30][CH3:31])[C:27]=1[O:28][CH3:29])[NH2:24]. (9) Given the product [F:20][C:21]1[CH:26]=[CH:25][C:24]([C:2]2[S:3][CH:4]=[CH:5][C:6]=2[CH2:7][C:8]([O:10][CH2:11][CH3:12])=[O:9])=[C:23]([O:30][CH3:31])[CH:22]=1, predict the reactants needed to synthesize it. The reactants are: Br[C:2]1[S:3][CH:4]=[CH:5][C:6]=1[CH2:7][C:8]([O:10][CH2:11][CH3:12])=[O:9].C1(C)C=CC=CC=1.[F:20][C:21]1[CH:26]=[CH:25][C:24](B(O)O)=[C:23]([O:30][CH3:31])[CH:22]=1.C([O-])([O-])=O.[Na+].[Na+]. (10) Given the product [CH:1]1([CH2:4][N:5]([C:13]2[C:14]([CH2:22][CH3:23])=[N:15][N:16]3[C:21]([I:31])=[CH:20][CH:19]=[CH:18][C:17]=23)[CH2:6][CH:7]2[CH2:12][CH2:11][O:10][CH2:9][CH2:8]2)[CH2:3][CH2:2]1, predict the reactants needed to synthesize it. The reactants are: [CH:1]1([CH2:4][N:5]([C:13]2[C:14]([CH2:22][CH3:23])=[N:15][N:16]3[CH:21]=[CH:20][CH:19]=[CH:18][C:17]=23)[CH2:6][CH:7]2[CH2:12][CH2:11][O:10][CH2:9][CH2:8]2)[CH2:3][CH2:2]1.FC1C([I:31])=C(F)C(F)=C(F)C=1F.O.C1COCC1.